Dataset: Forward reaction prediction with 1.9M reactions from USPTO patents (1976-2016). Task: Predict the product of the given reaction. (1) Given the reactants [CH3:1][O:2][C:3]1[CH:4]=[C:5]([C:15]2[CH:20]=[CH:19][C:18]([N:21]([CH3:46])[CH2:22][CH2:23][N:24]([C:26]3[CH:27]=[CH:28][C:29]([C:32]4[CH:37]=[C:36]([O:38][CH3:39])[C:35]([O:40][CH2:41][CH2:42][CH3:43])=[C:34]([O:44][CH3:45])[CH:33]=4)=[N:30][CH:31]=3)[CH3:25])=[CH:17][N:16]=2)[CH:6]=[C:7]([O:13][CH3:14])[C:8]=1[O:9][CH2:10][CH2:11][CH3:12].[CH3:47][S:48]([OH:51])(=[O:50])=[O:49], predict the reaction product. The product is: [CH3:47][S:48]([OH:51])(=[O:50])=[O:49].[CH3:47][S:48]([OH:51])(=[O:50])=[O:49].[CH3:45][O:44][C:34]1[CH:33]=[C:32]([C:29]2[CH:28]=[CH:27][C:26]([N:24]([CH3:25])[CH2:23][CH2:22][N:21]([C:18]3[CH:19]=[CH:20][C:15]([C:5]4[CH:4]=[C:3]([O:2][CH3:1])[C:8]([O:9][CH2:10][CH2:11][CH3:12])=[C:7]([O:13][CH3:14])[CH:6]=4)=[N:16][CH:17]=3)[CH3:46])=[CH:31][N:30]=2)[CH:37]=[C:36]([O:38][CH3:39])[C:35]=1[O:40][CH2:41][CH2:42][CH3:43]. (2) Given the reactants [Cl:1][C:2]1[N:7]=[C:6]([N:8]([C:24]([O:26][C:27]([CH3:30])([CH3:29])[CH3:28])=[O:25])[N:9]([C:17]([O:19][C:20]([CH3:23])([CH3:22])[CH3:21])=[O:18])[C:10]([O:12][C:13]([CH3:16])([CH3:15])[CH3:14])=[O:11])[C:5]([F:31])=[C:4](Cl)[N:3]=1.C(N(CC)CC)C.[O:40]1[CH:44]=[CH:43][CH:42]=[C:41]1[CH2:45][NH:46][CH3:47], predict the reaction product. The product is: [Cl:1][C:2]1[N:7]=[C:6]([N:8]([C:24]([O:26][C:27]([CH3:30])([CH3:29])[CH3:28])=[O:25])[N:9]([C:10]([O:12][C:13]([CH3:14])([CH3:16])[CH3:15])=[O:11])[C:17]([O:19][C:20]([CH3:22])([CH3:21])[CH3:23])=[O:18])[C:5]([F:31])=[C:4]([N:46]([CH2:45][C:41]2[O:40][CH:44]=[CH:43][CH:42]=2)[CH3:47])[N:3]=1. (3) Given the reactants CC1(C)CCCC(C)(C)N1.[Li]CCCC.[C:16]([C:18]1[CH:23]=[CH:22][N:21]=[CH:20][CH:19]=1)#[N:17].[Cl:24]C(Cl)(Cl)C(Cl)(Cl)Cl, predict the reaction product. The product is: [Cl:24][C:19]1[CH:20]=[N:21][CH:22]=[CH:23][C:18]=1[C:16]#[N:17].